From a dataset of Catalyst prediction with 721,799 reactions and 888 catalyst types from USPTO. Predict which catalyst facilitates the given reaction. (1) Reactant: [Br:1][C:2]1[CH:3]=[CH:4][C:5]([O:15][CH2:16][C:17]2[CH:22]=[CH:21][C:20]([F:23])=[CH:19][CH:18]=2)=[C:6]([C:8](=O)[CH2:9][CH2:10][C:11](=O)[CH3:12])[CH:7]=1.[CH3:24][O:25][C:26](=[O:41])[C:27]1C=[C:31]([N:33]2CCCCC2=O)[CH:30]=[C:29](N)[CH:28]=1.[CH3:42]C1C=CC(S(O)(=O)=O)=CC=1.[CH3:53][N:54]1[C:58](=[O:59])[CH2:57][CH2:56][CH2:55]1. Product: [CH3:24][O:25][C:26](=[O:41])[C:27]1[CH:28]=[CH:29][CH:30]=[C:31]([N:33]2[C:11]([CH3:12])=[CH:10][CH:9]=[C:8]2[C:6]2[CH:7]=[C:2]([Br:1])[CH:3]=[CH:4][C:5]=2[O:15][CH2:16][C:17]2[CH:22]=[CH:21][C:20]([F:23])=[CH:19][CH:18]=2)[C:53]=1[N:54]1[CH2:55][CH2:42][CH2:56][CH2:57][C:58]1=[O:59]. The catalyst class is: 25. (2) Reactant: C(=O)([O-])[O-].[K+].[K+].CI.[CH2:9]([S:11][C:12]1[CH:30]=[C:29]([C:31]([F:34])([F:33])[F:32])[CH:28]=[CH:27][C:13]=1[C:14]([NH:16][C:17]1[CH:22]=[CH:21][C:20]([C:23]([F:26])([F:25])[F:24])=[CH:19][N:18]=1)=[O:15])[CH3:10].C(=O)(O)[O-].[Na+].[CH3:40][C:41](C)=O. Product: [CH2:40]([N:16]([C:17]1[CH:22]=[CH:21][C:20]([C:23]([F:24])([F:25])[F:26])=[CH:19][N:18]=1)[C:14](=[O:15])[C:13]1[CH:27]=[CH:28][C:29]([C:31]([F:34])([F:32])[F:33])=[CH:30][C:12]=1[S:11][CH2:9][CH3:10])[CH3:41]. The catalyst class is: 3. (3) The catalyst class is: 21. Reactant: C(Cl)(=O)C1C=CC=CC=1.[NH4+].[N:11]#[C:12][S-:13].[C:14]([C:18]1[CH:19]=[C:20]([CH:22]=[CH:23][CH:24]=1)[NH2:21])([CH3:17])([CH3:16])[CH3:15]. Product: [C:14]([C:18]1[CH:19]=[C:20]([NH:21][C:12]([NH2:11])=[S:13])[CH:22]=[CH:23][CH:24]=1)([CH3:17])([CH3:15])[CH3:16]. (4) Reactant: [CH3:1][CH:2]1[C:6](=O)[CH2:5][CH:4]([CH3:8])[O:3]1.CC([O-])=O.[Na+].[NH2:14][OH:15].Cl. Product: [CH3:1][CH:2]1[C:6](=[N:14][OH:15])[CH2:5][CH:4]([CH3:8])[O:3]1. The catalyst class is: 14. (5) Reactant: [C:1]([O:5][CH2:6][CH3:7])(=[O:4])[CH2:2][OH:3].[H-].[Na+].Br.[Br:11][C:12]1[CH:13]=[C:14]([CH2:19]Br)[C:15]([NH2:18])=[N:16][CH:17]=1. Product: [CH2:6]([O:5][C:1](=[O:4])[CH2:2][O:3][CH2:19][C:14]1[C:15]([NH2:18])=[N:16][CH:17]=[C:12]([Br:11])[CH:13]=1)[CH3:7]. The catalyst class is: 3. (6) Reactant: [C:1](Cl)(=[O:8])[C:2]1[CH:7]=[CH:6][CH:5]=[CH:4][CH:3]=1.[CH3:10][O:11][C:12]1[CH:13]=[C:14]([CH:18]=[CH:19][CH:20]=1)[CH2:15][CH2:16][NH2:17].CCN(CC)CC. Product: [CH3:10][O:11][C:12]1[CH:13]=[C:14]([CH2:15][CH2:16][NH:17][C:1](=[O:8])[C:2]2[CH:7]=[CH:6][CH:5]=[CH:4][CH:3]=2)[CH:18]=[CH:19][CH:20]=1. The catalyst class is: 1.